This data is from Full USPTO retrosynthesis dataset with 1.9M reactions from patents (1976-2016). The task is: Predict the reactants needed to synthesize the given product. (1) Given the product [Br:1][C:2]1[CH:3]=[C:4]([NH2:11])[C:5](=[CH:9][CH:10]=1)[C:6]([OH:8])=[O:7], predict the reactants needed to synthesize it. The reactants are: [Br:1][C:2]1[CH:10]=[CH:9][C:5]([C:6]([OH:8])=[O:7])=[C:4]([N+:11]([O-])=O)[CH:3]=1.[OH-].[Na+].NN. (2) Given the product [Cl:1][C:2]1[CH:7]=[C:6]([Cl:8])[CH:5]=[C:4]([Cl:9])[C:3]=1[N:10]1[C:14]2=[N:15][C:16]([CH2:20][C:21]3[CH:26]=[CH:25][C:24]([N:27]([C:31]([O:33][C:34]([CH3:37])([CH3:36])[CH3:35])=[O:32])[C:54](=[O:55])[C@@H:51]4[CH2:52][CH2:50][CH2:49][NH:48]4)=[CH:23][CH:22]=3)=[N:17][C:18](=[O:19])[C:13]2=[C:12]([CH:28]([CH3:30])[CH3:29])[NH:11]1, predict the reactants needed to synthesize it. The reactants are: [Cl:1][C:2]1[CH:7]=[C:6]([Cl:8])[CH:5]=[C:4]([Cl:9])[C:3]=1[N:10]1[C:14]2=[N:15][C:16]([CH2:20][C:21]3[CH:26]=[CH:25][C:24]([NH2:27])=[CH:23][CH:22]=3)=[N:17][C:18](=[O:19])[C:13]2=[C:12]([CH:28]([CH3:30])[CH3:29])[NH:11]1.[C:31](N1CCC[C@H]1C(O)=O)([O:33][C:34]([CH3:37])([CH3:36])[CH3:35])=[O:32].C([N:48]([CH2:51][CH3:52])[CH2:49][CH3:50])C.C[CH2:54][O:55]C(C)=O. (3) Given the product [Cl:8][C:5]1[CH:6]=[CH:7][C:2]2[N:1]=[CH:12][NH:11][C:9](=[O:10])[C:3]=2[N:4]=1, predict the reactants needed to synthesize it. The reactants are: [NH2:1][C:2]1[C:3]([C:9]([NH2:11])=[O:10])=[N:4][C:5]([Cl:8])=[CH:6][CH:7]=1.[CH2:12](OC(OCC)OCC)C. (4) Given the product [C:28]([O:27][C:23](=[O:26])[CH2:24][CH2:25][C:6]1([C:7]([O:9][CH2:10][CH3:11])=[O:8])[S:5][C:4]([NH:12][C:13]2[CH:18]=[CH:17][CH:16]=[CH:15][C:14]=2[C:19]([F:22])([F:20])[F:21])=[N:3][C:2]1=[O:1])([CH3:31])([CH3:30])[CH3:29], predict the reactants needed to synthesize it. The reactants are: [O:1]=[C:2]1[CH:6]([C:7]([O:9][CH2:10][CH3:11])=[O:8])[S:5][C:4]([NH:12][C:13]2[CH:18]=[CH:17][CH:16]=[CH:15][C:14]=2[C:19]([F:22])([F:21])[F:20])=[N:3]1.[C:23]([O:27][C:28]([CH3:31])([CH3:30])[CH3:29])(=[O:26])[CH:24]=[CH2:25].C1CCN2C(=NCCC2)CC1. (5) Given the product [OH:9][C:10]1[CH:11]=[C:12]([C:17]2[N:21]([CH2:22][C:23]#[N:24])[N:20]=[CH:19][C:18]=2[C:25]2[CH:30]=[CH:29][N:28]=[C:27]([C:31]3[CH:36]=[CH:35][CH:34]=[CH:33][C:32]=3[NH:37][C:38](=[O:40])[CH3:39])[CH:26]=2)[CH:13]=[C:14]([CH3:16])[CH:15]=1, predict the reactants needed to synthesize it. The reactants are: B(F)(F)F.CSC.C[O:9][C:10]1[CH:11]=[C:12]([C:17]2[N:21]([CH2:22][C:23]#[N:24])[N:20]=[CH:19][C:18]=2[C:25]2[CH:30]=[CH:29][N:28]=[C:27]([C:31]3[CH:36]=[CH:35][CH:34]=[CH:33][C:32]=3[NH:37][C:38](=[O:40])[CH3:39])[CH:26]=2)[CH:13]=[C:14]([CH3:16])[CH:15]=1. (6) Given the product [CH3:20][C:21]([CH3:24])([CH3:23])[CH2:22][O:11][C:7]1[CH:6]=[C:5]([CH:10]=[CH:9][CH:8]=1)[O:4][C:3]1[CH:12]=[CH:13][C:14]([N+:16]([O-:18])=[O:17])=[CH:15][C:2]=1[CH3:1], predict the reactants needed to synthesize it. The reactants are: [CH3:1][C:2]1[CH:15]=[C:14]([N+:16]([O-:18])=[O:17])[CH:13]=[CH:12][C:3]=1[O:4][C:5]1[CH:6]=[C:7]([OH:11])[CH:8]=[CH:9][CH:10]=1.I[CH2:20][C:21]([CH3:24])([CH3:23])[CH3:22].C(=O)([O-])[O-].[K+].[K+]. (7) Given the product [F:24][C:25]1[CH:30]=[C:29]([F:31])[CH:28]=[CH:27][C:26]=1[NH:32][C:33]([NH:20][C:19]1[CH:21]=[CH:22][C:16]([O:15][C:6]2[C:5]3[C:10](=[CH:11][C:12]([O:13][CH3:14])=[C:3]([O:2][CH3:1])[CH:4]=3)[N:9]=[CH:8][N:7]=2)=[C:17]([CH3:23])[CH:18]=1)=[O:34], predict the reactants needed to synthesize it. The reactants are: [CH3:1][O:2][C:3]1[CH:4]=[C:5]2[C:10](=[CH:11][C:12]=1[O:13][CH3:14])[N:9]=[CH:8][N:7]=[C:6]2[O:15][C:16]1[CH:22]=[CH:21][C:19]([NH2:20])=[CH:18][C:17]=1[CH3:23].[F:24][C:25]1[CH:30]=[C:29]([F:31])[CH:28]=[CH:27][C:26]=1[N:32]=[C:33]=[O:34]. (8) Given the product [CH3:22][N:11]([CH2:10][C:2]1[N:3]([C:24]2[CH:31]=[CH:30][CH:29]=[CH:28][C:25]=2[C:26]#[N:27])[C:4]2[CH:9]=[CH:8][CH:7]=[CH:6][C:5]=2[N:1]=1)[CH:12]1[C:21]2[N:20]=[CH:19][CH:18]=[CH:17][C:16]=2[CH2:15][CH2:14][CH2:13]1, predict the reactants needed to synthesize it. The reactants are: [NH:1]1[C:5]2[CH:6]=[CH:7][CH:8]=[CH:9][C:4]=2[N:3]=[C:2]1[CH2:10][N:11]([CH3:22])[CH:12]1[C:21]2[N:20]=[CH:19][CH:18]=[CH:17][C:16]=2[CH2:15][CH2:14][CH2:13]1.F[C:24]1[CH:31]=[CH:30][CH:29]=[CH:28][C:25]=1[C:26]#[N:27].CN(CC1N(C2C=CC(C#N)=CC=2)C2C=CC=CC=2N=1)C1C2N=CC=CC=2CCC1. (9) Given the product [Cl:1][C:2]1[C:3]([C:19]2[S:23][C:22]([C:24]3([O:28][CH2:29][O:30][CH3:31])[CH2:25][CH2:26][CH2:27]3)=[N:21][CH:20]=2)=[C:4]2[CH:10]=[C:9]([C:11]3[CH:17]=[CH:16][C:14]([NH:15][C:35](=[O:36])[CH2:34][N:33]([CH3:38])[CH3:32])=[CH:13][C:12]=3[F:18])[NH:8][C:5]2=[N:6][CH:7]=1, predict the reactants needed to synthesize it. The reactants are: [Cl:1][C:2]1[C:3]([C:19]2[S:23][C:22]([C:24]3([O:28][CH2:29][O:30][CH3:31])[CH2:27][CH2:26][CH2:25]3)=[N:21][CH:20]=2)=[C:4]2[CH:10]=[C:9]([C:11]3[CH:17]=[CH:16][C:14]([NH2:15])=[CH:13][C:12]=3[F:18])[NH:8][C:5]2=[N:6][CH:7]=1.[CH3:32][N:33]([CH3:38])[CH2:34][C:35](O)=[O:36].F[P-](F)(F)(F)(F)F.N1(OC(N(C)C)=[N+](C)C)C2N=CC=CC=2N=N1. (10) Given the product [CH:1]1([NH:7][N:8]2[C:20]3[C:19]4[CH:18]=[CH:17][CH:16]=[CH:15][C:14]=4[N:13]=[C:12]([NH2:27])[C:11]=3[N:10]=[C:9]2[CH2:22][O:23][CH2:24][CH3:25])[CH2:6][CH2:5][CH2:4][CH2:3][CH2:2]1, predict the reactants needed to synthesize it. The reactants are: [CH:1]1([NH:7][N:8]2[C:20]3[C:19]4[CH:18]=[CH:17][CH:16]=[CH:15][C:14]=4[N+:13]([O-])=[CH:12][C:11]=3[N:10]=[C:9]2[CH2:22][O:23][CH2:24][CH3:25])[CH2:6][CH2:5][CH2:4][CH2:3][CH2:2]1.[OH-].[NH4+:27].C1(C)C=CC(S(Cl)(=O)=O)=CC=1.CO.